This data is from Reaction yield outcomes from USPTO patents with 853,638 reactions. The task is: Predict the reaction yield, written as a fraction of the theoretical maximum amount of product (1.0 means a 100% yield; for example, 0.34 means a 34% yield). The reactants are [N:1]1([C:19]([O:21][C:22]([CH3:25])([CH3:24])[CH3:23])=[O:20])[CH2:5][CH2:4][CH2:3][C@H:2]1[C:6]([O:8][C:9]1[CH:14]=[C:13]([CH:15]=[O:16])[CH:12]=[CH:11][C:10]=1[O:17][CH3:18])=[O:7].S(=O)(=O)([OH:28])N.Cl([O-])=O.[Na+]. The catalyst is C(O)(=O)C.O. The product is [C:22]([O:21][C:19]([N:1]1[CH2:5][CH2:4][CH2:3][C@H:2]1[C:6]([O:8][C:9]1[CH:14]=[C:13]([CH:12]=[CH:11][C:10]=1[O:17][CH3:18])[C:15]([OH:28])=[O:16])=[O:7])=[O:20])([CH3:25])([CH3:24])[CH3:23]. The yield is 0.750.